Dataset: Full USPTO retrosynthesis dataset with 1.9M reactions from patents (1976-2016). Task: Predict the reactants needed to synthesize the given product. (1) Given the product [Br:16][C:12]1[C:13](=[O:14])[C:8]([C:5]2[CH:6]=[CH:7][C:2]([F:1])=[CH:3][CH:4]=2)=[C:9]([CH3:15])[NH:10][CH:11]=1, predict the reactants needed to synthesize it. The reactants are: [F:1][C:2]1[CH:7]=[CH:6][C:5]([C:8]2[C:13](=[O:14])[CH:12]=[CH:11][NH:10][C:9]=2[CH3:15])=[CH:4][CH:3]=1.[Br:16]Br.O. (2) Given the product [ClH:34].[NH:23]1[CH2:24][CH2:25][O:26][C@@H:21]([C:18]2[CH:17]=[CH:16][C:15]([NH:14][C:12]([C:9]3[CH:8]=[C:7]([C:1]4[CH:2]=[CH:3][CH:4]=[CH:5][CH:6]=4)[NH:11][N:10]=3)=[O:13])=[CH:20][CH:19]=2)[CH2:22]1, predict the reactants needed to synthesize it. The reactants are: [C:1]1([C:7]2[NH:11][N:10]=[C:9]([C:12]([NH:14][C:15]3[CH:20]=[CH:19][C:18]([C@@H:21]4[O:26][CH2:25][CH2:24][N:23](C(OC(C)(C)C)=O)[CH2:22]4)=[CH:17][CH:16]=3)=[O:13])[CH:8]=2)[CH:6]=[CH:5][CH:4]=[CH:3][CH:2]=1.[ClH:34]. (3) Given the product [Cl:1][C:2]1[CH:3]=[CH:4][C:5]([F:11])=[C:6]([C:13]2[CH:18]=[C:17]([NH2:19])[CH:16]=[CH:15][N:14]=2)[CH:7]=1, predict the reactants needed to synthesize it. The reactants are: [Cl:1][C:2]1[CH:3]=[CH:4][C:5]([F:11])=[C:6](B(O)O)[CH:7]=1.Cl[C:13]1[CH:18]=[C:17]([NH2:19])[CH:16]=[CH:15][N:14]=1.C(=O)([O-])[O-].[Na+].[Na+]. (4) Given the product [CH:13]1([CH:18]2[CH2:26][C:25]3[C:20](=[C:21]([CH3:29])[C:22]([CH3:28])=[C:23]([O:27][CH2:5][C:4]4[CH:3]=[C:2]([C:2]5[CH:11]=[C:10]([F:12])[CH:9]=[C:4]([C:5]([OH:7])=[O:6])[CH:3]=5)[CH:11]=[CH:10][CH:9]=4)[CH:24]=3)[C:19]2=[O:30])[CH2:14][CH2:15][CH2:16][CH2:17]1, predict the reactants needed to synthesize it. The reactants are: Br[C:2]1[CH:3]=[C:4]([CH:9]=[C:10]([F:12])[CH:11]=1)[C:5]([O:7]C)=[O:6].[CH:13]1([CH:18]2[CH2:26][C:25]3[C:20](=[C:21]([CH3:29])[C:22]([CH3:28])=[C:23]([OH:27])[CH:24]=3)[C:19]2=[O:30])[CH2:17][CH2:16][CH2:15][CH2:14]1.